This data is from Forward reaction prediction with 1.9M reactions from USPTO patents (1976-2016). The task is: Predict the product of the given reaction. (1) Given the reactants [CH3:1][C:2]1[CH:8]=[CH:7][CH:6]=[C:5]([CH3:9])[C:3]=1[NH2:4].O.[F:11][C:12]([F:20])([F:19])[C:13]([C:15]([F:18])([F:17])[F:16])=[O:14].[OH-].[Na+], predict the reaction product. The product is: [CH3:1][C:2]1[CH:8]=[C:7]([C:13]([OH:14])([C:15]([F:18])([F:17])[F:16])[C:12]([F:20])([F:19])[F:11])[CH:6]=[C:5]([CH3:9])[C:3]=1[NH2:4]. (2) Given the reactants Br[C:2]1[CH:3]=[CH:4][C:5]([N:10]2[CH2:15][CH2:14][N:13]([CH3:16])[CH2:12][CH2:11]2)=[C:6]([CH:9]=1)[C:7]#[N:8].[B:17]1([B:17]2[O:21][C:20]([CH3:23])([CH3:22])[C:19]([CH3:25])([CH3:24])[O:18]2)[O:21][C:20]([CH3:23])([CH3:22])[C:19]([CH3:25])([CH3:24])[O:18]1.C([O-])(=O)C.[K+].O, predict the reaction product. The product is: [CH3:16][N:13]1[CH2:14][CH2:15][N:10]([C:5]2[CH:4]=[CH:3][C:2]([B:17]3[O:21][C:20]([CH3:23])([CH3:22])[C:19]([CH3:25])([CH3:24])[O:18]3)=[CH:9][C:6]=2[C:7]#[N:8])[CH2:11][CH2:12]1. (3) Given the reactants [C:1]([C:4]1[C:5]([CH3:13])=[N:6][N:7]2[CH:12]=[CH:11][CH:10]=[CH:9][C:8]=12)([CH3:3])=[CH2:2].C([SiH](CC)CC)C.C(O)(C(F)(F)F)=O, predict the reaction product. The product is: [CH:1]([C:4]1[C:5]([CH3:13])=[N:6][N:7]2[CH:12]=[CH:11][CH:10]=[CH:9][C:8]=12)([CH3:3])[CH3:2]. (4) Given the reactants CCCC[N+](CCCC)(CCCC)CCCC.O.O.O.[F-].[Cl:22][C:23]1[CH:24]=[C:25]([S:30]([N:33]([CH2:50][P:51](=[O:58])([O:55][CH2:56][CH3:57])[O:52][CH2:53][CH3:54])[C:34]2[C:43]3[C:38](=[CH:39][CH:40]=[CH:41][CH:42]=3)[CH:37]=[CH:36][C:35]=2[C:44]#[C:45][Si](C)(C)C)(=[O:32])=[O:31])[CH:26]=[C:27]([Cl:29])[CH:28]=1.O, predict the reaction product. The product is: [Cl:22][C:23]1[CH:24]=[C:25]([S:30]([N:33]([CH2:50][P:51](=[O:58])([O:52][CH2:53][CH3:54])[O:55][CH2:56][CH3:57])[C:34]2[C:43]3[C:38](=[CH:39][CH:40]=[CH:41][CH:42]=3)[CH:37]=[CH:36][C:35]=2[C:44]#[CH:45])(=[O:31])=[O:32])[CH:26]=[C:27]([Cl:29])[CH:28]=1.